From a dataset of Forward reaction prediction with 1.9M reactions from USPTO patents (1976-2016). Predict the product of the given reaction. (1) Given the reactants [CH2:1]([O:8][C:9]([N:11]1[CH2:16][CH2:15][N:14]([C:17]([O:19][C:20]([CH3:23])([CH3:22])[CH3:21])=[O:18])[C@H:13]([C:24]([OH:26])=[O:25])[CH2:12]1)=[O:10])[C:2]1[CH:7]=[CH:6][CH:5]=[CH:4][CH:3]=1.[CH:27]1(O)[CH2:31][CH2:30][CH2:29][CH2:28]1.C(Cl)CCl, predict the reaction product. The product is: [N:14]1([C:17]([O:19][C:20]([CH3:22])([CH3:23])[CH3:21])=[O:18])[CH2:15][CH2:16][N:11]([C:9]([O:8][CH2:1][C:2]2[CH:3]=[CH:4][CH:5]=[CH:6][CH:7]=2)=[O:10])[CH2:12][C@H:13]1[C:24]([O:26][CH:27]1[CH2:31][CH2:30][CH2:29][CH2:28]1)=[O:25]. (2) The product is: [CH3:1][O:2][C:3](=[O:21])[C@@H:4]([NH:12][C:13]([O:15][CH:16]1[CH2:17][CH2:18][CH2:19][CH2:20]1)=[O:14])[CH2:5][CH2:6][CH2:7][CH2:8][CH2:9][CH2:10][CH2:11][OH:34]. Given the reactants [CH3:1][O:2][C:3](=[O:21])[C@@H:4]([NH:12][C:13]([O:15][CH:16]1[CH2:20][CH2:19][CH2:18][CH2:17]1)=[O:14])[CH2:5][CH2:6][CH2:7][CH2:8][CH2:9][CH:10]=[CH2:11].B1C2CCCC1CCC2.C1C[O:34]CC1, predict the reaction product. (3) Given the reactants Br[C:2]1[CH:3]=[N:4][CH:5]=[C:6]([Cl:28])[C:7]=1[NH:8][C:9]1[C:18]2[C:13](=[C:14]([O:21][CH:22]3[CH2:26][CH2:25][CH2:24][CH2:23]3)[C:15]([O:19][CH3:20])=[CH:16][CH:17]=2)[O:12][C:11](=[O:27])[CH:10]=1.C([Sn](CCCC)(CCCC)[C:34]([O:36][CH2:37][CH3:38])=[CH2:35])CCC, predict the reaction product. The product is: [Cl:28][C:6]1[CH:5]=[N:4][CH:3]=[C:2]([C:34]([O:36][CH2:37][CH3:38])=[CH2:35])[C:7]=1[NH:8][C:9]1[C:18]2[C:13](=[C:14]([O:21][CH:22]3[CH2:26][CH2:25][CH2:24][CH2:23]3)[C:15]([O:19][CH3:20])=[CH:16][CH:17]=2)[O:12][C:11](=[O:27])[CH:10]=1. (4) Given the reactants [Cl:1][C:2]1[CH:18]=[CH:17][C:5]([CH2:6][NH:7][C:8]([NH:10][N:11]([CH2:13][C:14]([OH:16])=O)[CH3:12])=[O:9])=[CH:4][CH:3]=1.[NH2:19][C@@H:20]([CH2:43][C:44]([NH:46][C:47]([C:60]1[CH:65]=[CH:64][CH:63]=[CH:62][CH:61]=1)([C:54]1[CH:59]=[CH:58][CH:57]=[CH:56][CH:55]=1)[C:48]1[CH:53]=[CH:52][CH:51]=[CH:50][CH:49]=1)=[O:45])[C:21]([N:23]([CH2:33][C:34]1[C:35]2[CH:42]=[CH:41][CH:40]=[CH:39][C:36]=2[S:37][CH:38]=1)[C@@H:24]([CH3:32])[CH:25]([O:29][CH2:30][CH3:31])[O:26][CH2:27][CH3:28])=[O:22], predict the reaction product. The product is: [Cl:1][C:2]1[CH:3]=[CH:4][C:5]([CH2:6][NH:7][C:8](=[O:9])[NH:10][N:11]([CH2:13][C:14]([NH:19][C@@H:20]([CH2:43][C:44](=[O:45])[NH:46][C:47]([C:54]2[CH:55]=[CH:56][CH:57]=[CH:58][CH:59]=2)([C:48]2[CH:49]=[CH:50][CH:51]=[CH:52][CH:53]=2)[C:60]2[CH:61]=[CH:62][CH:63]=[CH:64][CH:65]=2)[C:21]([N:23]([CH2:33][C:34]2[C:35]3[CH:42]=[CH:41][CH:40]=[CH:39][C:36]=3[S:37][CH:38]=2)[C@@H:24]([CH3:32])[CH:25]([O:26][CH2:27][CH3:28])[O:29][CH2:30][CH3:31])=[O:22])=[O:16])[CH3:12])=[CH:17][CH:18]=1. (5) The product is: [F:20][C:21]1[CH:26]=[CH:25][C:24]([C:2]2[C:3]([CH3:19])=[N:4][N:5]([CH3:18])[C:6]=2[C:7]2[CH:17]=[CH:16][C:10]3[O:11][CH2:12][C:13](=[O:15])[NH:14][C:9]=3[CH:8]=2)=[C:23]([CH3:30])[CH:22]=1. Given the reactants Br[C:2]1[C:3]([CH3:19])=[N:4][N:5]([CH3:18])[C:6]=1[C:7]1[CH:17]=[CH:16][C:10]2[O:11][CH2:12][C:13](=[O:15])[NH:14][C:9]=2[CH:8]=1.[F:20][C:21]1[CH:26]=[CH:25][C:24](B(O)O)=[C:23]([CH3:30])[CH:22]=1, predict the reaction product. (6) Given the reactants [F:1][C:2]1([F:39])[O:6][C:5]2[CH:7]=[CH:8][C:9]([NH:11][C:12]([C:14]3[CH:19]=[CH:18][CH:17]=[CH:16][C:15]=3[NH:20][CH2:21][C:22]3[CH:27]=[CH:26][N:25]=[C:24]([C:28]([NH:30][CH2:31][CH:32]4[CH2:36][O:35]C(C)(C)[O:33]4)=[O:29])[CH:23]=3)=[O:13])=[CH:10][C:4]=2[O:3]1.Cl, predict the reaction product. The product is: [F:39][C:2]1([F:1])[O:6][C:5]2[CH:7]=[CH:8][C:9]([NH:11][C:12]([C:14]3[CH:19]=[CH:18][CH:17]=[CH:16][C:15]=3[NH:20][CH2:21][C:22]3[CH:27]=[CH:26][N:25]=[C:24]([C:28]([NH:30][CH2:31][CH:32]([OH:33])[CH2:36][OH:35])=[O:29])[CH:23]=3)=[O:13])=[CH:10][C:4]=2[O:3]1. (7) Given the reactants [F:1][C:2]1[CH:3]=[C:4]([CH:9]=[CH:10][C:11]=1[NH:12][C:13]([N:15]([CH2:30][CH2:31][CH2:32][CH2:33][CH3:34])[C:16]1[CH:25]=[CH:24][C:23]2[C:22]([CH3:27])([CH3:26])[CH2:21][CH2:20][C:19]([CH3:29])([CH3:28])[C:18]=2[CH:17]=1)=[O:14])[C:5]([O:7]C)=[O:6].O.[OH-].[Li+].Cl, predict the reaction product. The product is: [F:1][C:2]1[CH:3]=[C:4]([CH:9]=[CH:10][C:11]=1[NH:12][C:13]([N:15]([CH2:30][CH2:31][CH2:32][CH2:33][CH3:34])[C:16]1[CH:25]=[CH:24][C:23]2[C:22]([CH3:26])([CH3:27])[CH2:21][CH2:20][C:19]([CH3:28])([CH3:29])[C:18]=2[CH:17]=1)=[O:14])[C:5]([OH:7])=[O:6].